From a dataset of Full USPTO retrosynthesis dataset with 1.9M reactions from patents (1976-2016). Predict the reactants needed to synthesize the given product. Given the product [CH:16]([O:15][C:13]([N:12]1[CH2:19][CH2:20][CH2:21][C:22](=[O:24])[C:4]2[CH:9]=[CH:8][C:7]([Br:10])=[C:6]([CH3:11])[C:5]1=2)=[O:14])([CH3:17])[CH3:18], predict the reactants needed to synthesize it. The reactants are: COC(=O)[C:4]1[CH:9]=[CH:8][C:7]([Br:10])=[C:6]([CH3:11])[C:5]=1[N:12]([CH2:19][CH2:20][CH2:21][C:22]([O:24]CC)=O)[C:13]([O:15][CH:16]([CH3:18])[CH3:17])=[O:14].CC(C)([O-])C.[K+].Cl.[Cl-].[Li+].